From a dataset of Reaction yield outcomes from USPTO patents with 853,638 reactions. Predict the reaction yield, written as a fraction of the theoretical maximum amount of product (1.0 means a 100% yield; for example, 0.34 means a 34% yield). (1) The product is [C:1]([C:3]1[CH:19]=[CH:18][C:6]([O:7][C:8]2[CH:9]=[CH:10][C:11]3[B:15]([OH:16])[O:14][CH2:13][C:12]=3[CH:17]=2)=[C:5]([CH2:20][OH:21])[CH:4]=1)#[N:2]. The yield is 0.600. The catalyst is CO. The reactants are [C:1]([C:3]1[CH:19]=[CH:18][C:6]([O:7][C:8]2[CH:9]=[CH:10][C:11]3[B:15]([OH:16])[O:14][CH2:13][C:12]=3[CH:17]=2)=[C:5]([CH:20]=[O:21])[CH:4]=1)#[N:2].[BH4-].[Na+]. (2) The reactants are [N+:1]([C:4]1[CH:12]=[C:11]2[C:7]([CH:8]=[C:9]([C:13]([OH:15])=O)[NH:10]2)=[CH:6][CH:5]=1)([O-:3])=[O:2].[F:16][C:17]1[CH:22]=[C:21]([F:23])[CH:20]=[CH:19][C:18]=1[C:24]1[CH:29]=[CH:28][CH:27]=[C:26]([NH2:30])[CH:25]=1.C(Cl)CCl.C1C=CC2N(O)N=NC=2C=1.CCN(C(C)C)C(C)C. The catalyst is CN(C=O)C. The product is [F:16][C:17]1[CH:22]=[C:21]([F:23])[CH:20]=[CH:19][C:18]=1[C:24]1[CH:29]=[CH:28][CH:27]=[C:26]([NH:30][C:13]([C:9]2[NH:10][C:11]3[C:7]([CH:8]=2)=[CH:6][CH:5]=[C:4]([N+:1]([O-:3])=[O:2])[CH:12]=3)=[O:15])[CH:25]=1. The yield is 0.690. (3) The reactants are [S:1]1[CH:5]=[CH:4][N:3]=[C:2]1[C:6]1[NH:7][CH:8]=[C:9]([CH:11]=[O:12])[N:10]=1.CCN(C(C)C)C(C)C.Cl[C:23]([O:25][CH2:26][C:27]1[CH:32]=[CH:31][C:30]([N+:33]([O-:35])=[O:34])=[CH:29][CH:28]=1)=[O:24]. The catalyst is C(Cl)Cl.O1CCOCC1.C(Cl)(Cl)Cl. The product is [N+:33]([C:30]1[CH:29]=[CH:28][C:27]([CH2:26][O:25][C:23]([N:7]2[CH:8]=[C:9]([CH:11]=[O:12])[N:10]=[C:6]2[C:2]2[S:1][CH:5]=[CH:4][N:3]=2)=[O:24])=[CH:32][CH:31]=1)([O-:35])=[O:34]. The yield is 0.920.